Dataset: Catalyst prediction with 721,799 reactions and 888 catalyst types from USPTO. Task: Predict which catalyst facilitates the given reaction. (1) Reactant: [CH3:1][C:2]1[S:3][C:4]([C:8]([O:10]CC)=O)=[C:5]([CH3:7])[N:6]=1.Cl.[CH2:14]([NH2:16])[CH3:15].C(N(CC)CC)C. Product: [CH2:14]([NH:16][C:8]([C:4]1[S:3][C:2]([CH3:1])=[N:6][C:5]=1[CH3:7])=[O:10])[CH3:15]. The catalyst class is: 8. (2) Reactant: C1(C)C(S(O)(=O)=O)=CC=CC=1.[Br:12][CH2:13][CH2:14][CH2:15][CH2:16][CH2:17][CH2:18][OH:19].[CH:20]([O:22][CH2:23][CH3:24])=[CH2:21]. Product: [CH2:20]([O:22][CH:23]([O:19][CH2:18][CH2:17][CH2:16][CH2:15][CH2:14][CH2:13][Br:12])[CH3:24])[CH3:21]. The catalyst class is: 28. (3) Reactant: [O:1]([C:8]1[CH:9]=[C:10]([CH:14]=[CH:15][CH:16]=1)C(O)=O)[C:2]1[CH:7]=[CH:6][CH:5]=[CH:4][CH:3]=1.C(N1C=CN=C1)(N1C=CN=C1)=O.[Mg+].[C:30]([O:36][CH2:37][CH3:38])(=[O:35])[CH2:31][C:32]([O-])=[O:33].Cl. Product: [O:33]=[C:32]([C:14]1[CH:15]=[CH:16][C:8]([O:1][C:2]2[CH:3]=[CH:4][CH:5]=[CH:6][CH:7]=2)=[CH:9][CH:10]=1)[CH2:31][C:30]([O:36][CH2:37][CH3:38])=[O:35]. The catalyst class is: 253. (4) Reactant: [C:1]1([S:7](Cl)(=[O:9])=[O:8])[CH:6]=[CH:5][CH:4]=[CH:3][CH:2]=1.[C:11]([NH:14][C:15]1[C:16](=[O:26])[O:17][C:18]2[C:23]([CH:24]=1)=[CH:22][CH:21]=[CH:20][C:19]=2[OH:25])(=[O:13])[CH3:12].C(Cl)(Cl)Cl. Product: [C:1]1([S:7]([O:25][C:19]2[CH:20]=[CH:21][CH:22]=[C:23]3[C:18]=2[O:17][C:16](=[O:26])[C:15]([NH:14][C:11](=[O:13])[CH3:12])=[CH:24]3)(=[O:9])=[O:8])[CH:6]=[CH:5][CH:4]=[CH:3][CH:2]=1. The catalyst class is: 17. (5) Reactant: [Si]([O:8][CH2:9][C:10]1[CH:11]=[C:12]([N:16]2[C:20]([NH2:21])=[CH:19][C:18]([C:22]3[S:23][CH:24]=[CH:25][CH:26]=3)=[N:17]2)[CH:13]=[CH:14][CH:15]=1)(C(C)(C)C)(C)C.N1C=CC=CC=1.[F:33][C:34]1[CH:39]=[CH:38][C:37]([N:40]=[C:41]=[O:42])=[C:36]([F:43])[C:35]=1[F:44].CCCC[N+](CCCC)(CCCC)CCCC.[F-]. Product: [OH:8][CH2:9][C:10]1[CH:11]=[C:12]([N:16]2[C:20]([NH:21][C:41]([NH:40][C:37]3[CH:38]=[CH:39][C:34]([F:33])=[C:35]([F:44])[C:36]=3[F:43])=[O:42])=[CH:19][C:18]([C:22]3[S:23][CH:24]=[CH:25][CH:26]=3)=[N:17]2)[CH:13]=[CH:14][CH:15]=1. The catalyst class is: 87. (6) Reactant: Cl[C:2]1[N:6]([CH2:7][CH2:8][O:9][CH2:10][CH3:11])[C:5]2[CH:12]=[CH:13][CH:14]=[CH:15][C:4]=2[N:3]=1.[CH3:16][N:17]1[CH2:23][CH2:22][CH2:21][NH:20][CH2:19][CH2:18]1.C(N(CC)CC)C.C(OCC)(=O)C.CCCCCC. Product: [CH3:16][N:17]1[CH2:23][CH2:22][CH2:21][N:20]([C:2]2[N:6]([CH2:7][CH2:8][O:9][CH2:10][CH3:11])[C:5]3[CH:12]=[CH:13][CH:14]=[CH:15][C:4]=3[N:3]=2)[CH2:19][CH2:18]1. The catalyst class is: 138. (7) Product: [NH2:8][C@H:9]([CH2:40][CH:41]([CH3:43])[CH3:42])[CH2:10][N:11]1[C:16](=[O:17])[C:15]([C:18]2[CH:23]=[CH:22][CH:21]=[C:20]([O:24][CH3:25])[C:19]=2[Cl:26])=[CH:14][N:13]([CH2:27][C:28]2[C:33]([C:34]([F:36])([F:35])[F:37])=[CH:32][CH:31]=[CH:30][C:29]=2[F:38])[C:12]1=[O:39]. The catalyst class is: 2. Reactant: C(OC([NH:8][C@H:9]([CH2:40][CH:41]([CH3:43])[CH3:42])[CH2:10][N:11]1[C:16](=[O:17])[C:15]([C:18]2[CH:23]=[CH:22][CH:21]=[C:20]([O:24][CH3:25])[C:19]=2[Cl:26])=[CH:14][N:13]([CH2:27][C:28]2[C:33]([C:34]([F:37])([F:36])[F:35])=[CH:32][CH:31]=[CH:30][C:29]=2[F:38])[C:12]1=[O:39])=O)(C)(C)C.C(O)(C(F)(F)F)=O.